From a dataset of Catalyst prediction with 721,799 reactions and 888 catalyst types from USPTO. Predict which catalyst facilitates the given reaction. Product: [CH3:8][C:9]1([CH3:20])[C:18]2[C:13](=[CH:14][CH:15]=[C:16]([OH:19])[CH:17]=2)[CH2:12][N:11]([S:22]([CH3:21])(=[O:24])=[O:23])[CH2:10]1. Reactant: CCN(CC)CC.[CH3:8][C:9]1([CH3:20])[C:18]2[C:13](=[CH:14][CH:15]=[C:16]([OH:19])[CH:17]=2)[CH2:12][NH:11][CH2:10]1.[CH3:21][S:22](Cl)(=[O:24])=[O:23].O. The catalyst class is: 61.